This data is from Catalyst prediction with 721,799 reactions and 888 catalyst types from USPTO. The task is: Predict which catalyst facilitates the given reaction. Reactant: FC(F)(F)C(O)=O.[CH3:8][C:9]1[S:10][CH:11]=[C:12]([C:14]([N:16]2[CH2:21][C:20]3([CH2:26][CH2:25][NH:24][CH2:23][CH2:22]3)[O:19][CH2:18][CH2:17]2)=[O:15])[N:13]=1.[Si:27]([O:34][CH2:35][CH2:36][C:37]1[S:41][C:40]([CH:42]=O)=[CH:39][CH:38]=1)([C:30]([CH3:33])([CH3:32])[CH3:31])([CH3:29])[CH3:28].C(O)(=O)C.C(O[BH-](OC(=O)C)OC(=O)C)(=O)C.[Na+]. Product: [Si:27]([O:34][CH2:35][CH2:36][C:37]1[S:41][C:40]([CH2:42][N:24]2[CH2:25][CH2:26][C:20]3([O:19][CH2:18][CH2:17][N:16]([C:14]([C:12]4[N:13]=[C:9]([CH3:8])[S:10][CH:11]=4)=[O:15])[CH2:21]3)[CH2:22][CH2:23]2)=[CH:39][CH:38]=1)([C:30]([CH3:31])([CH3:33])[CH3:32])([CH3:29])[CH3:28]. The catalyst class is: 37.